Dataset: Forward reaction prediction with 1.9M reactions from USPTO patents (1976-2016). Task: Predict the product of the given reaction. Given the reactants [Br:1]N1C(=O)CCC1=O.[C:9]([O:13][C:14](=[O:31])[N:15]([CH2:19][CH2:20][CH2:21][N:22]1[C:26]([NH2:27])=[C:25]([C:28](=[O:30])[NH2:29])[N:24]=[CH:23]1)[CH:16]([CH3:18])[CH3:17])([CH3:12])([CH3:11])[CH3:10], predict the reaction product. The product is: [C:9]([O:13][C:14](=[O:31])[N:15]([CH2:19][CH2:20][CH2:21][N:22]1[C:26]([NH2:27])=[C:25]([C:28](=[O:30])[NH2:29])[N:24]=[C:23]1[Br:1])[CH:16]([CH3:17])[CH3:18])([CH3:11])([CH3:12])[CH3:10].